From a dataset of HIV replication inhibition screening data with 41,000+ compounds from the AIDS Antiviral Screen. Binary Classification. Given a drug SMILES string, predict its activity (active/inactive) in a high-throughput screening assay against a specified biological target. (1) The molecule is CN(C(=O)C12C3C4(C(=O)O)C1(C(=O)N(C)C(C)(C)C)C1C2(C(=O)O)C3(C(=O)N(C)C(C)(C)C)C14C(=O)N(C)C(C)(C)C)C(C)(C)C. The result is 0 (inactive). (2) The drug is CCOC(=O)c1ccc(NC(=O)ON=C(Cl)C(C)C)cc1. The result is 0 (inactive). (3) The molecule is O=[N+]([O-])c1cnn(C2=CNc3ccccc3N=C2)c1. The result is 0 (inactive). (4) The molecule is Nc1nc(N)c(-c2ccccc2)c(C(=O)Nc2ccc(Cl)c(Cl)c2)n1. The result is 0 (inactive).